From a dataset of hERG Central: cardiac toxicity at 1µM, 10µM, and general inhibition. Predict hERG channel inhibition at various concentrations. (1) The drug is COc1cc2c(cc1OC)-c1cc(Nc3ccccc3)nc(=O)n1CC2. Results: hERG_inhib (hERG inhibition (general)): blocker. (2) The drug is COc1ccc(CC2(CO)CCN(Cc3cccn3-c3ccccn3)CC2)cc1. Results: hERG_inhib (hERG inhibition (general)): blocker. (3) The drug is N#C/C(=N\Nc1ccc(Br)cc1)C(=N)N1CCOCC1. Results: hERG_inhib (hERG inhibition (general)): blocker.